Dataset: Full USPTO retrosynthesis dataset with 1.9M reactions from patents (1976-2016). Task: Predict the reactants needed to synthesize the given product. (1) Given the product [CH:1]1([N:7]([CH3:21])[C:8]([N:10]2[CH:14]=[C:13]([C:15]3[CH:16]=[N+:17]([O-:27])[CH:18]=[CH:19][CH:20]=3)[N:12]=[CH:11]2)=[O:9])[CH2:2][CH2:3][CH2:4][CH2:5][CH2:6]1, predict the reactants needed to synthesize it. The reactants are: [CH:1]1([N:7]([CH3:21])[C:8]([N:10]2[CH:14]=[C:13]([C:15]3[CH:16]=[N:17][CH:18]=[CH:19][CH:20]=3)[N:12]=[CH:11]2)=[O:9])[CH2:6][CH2:5][CH2:4][CH2:3][CH2:2]1.ClC1C=C(C=CC=1)C(OO)=[O:27]. (2) Given the product [F:77][CH:49]([F:48])[CH2:50][NH:51][C:52]1[N:57]=[C:56]2[CH2:58][N:59]([C:4](=[O:6])[C@@H:3]([O:2][CH3:1])[CH3:7])[CH2:60][CH2:61][C:55]2=[N:54][C:53]=1[N:62]1[CH2:63][CH2:64][CH:65]([O:68][C:69]2[CH:74]=[CH:73][C:72]([F:75])=[CH:71][C:70]=2[F:76])[CH2:66][CH2:67]1.[C:42]([OH:43])([C:44]([F:47])([F:46])[F:45])=[O:41], predict the reactants needed to synthesize it. The reactants are: [CH3:1][O:2][C@@H:3]([CH3:7])[C:4]([OH:6])=O.CCN(C(C)C)C(C)C.CN(C(ON1N=NC2C=CC=NC1=2)=[N+](C)C)C.F[P-](F)(F)(F)(F)F.[OH:41][C:42]([C:44]([F:47])([F:46])[F:45])=[O:43].[F:48][CH:49]([F:77])[CH2:50][NH:51][C:52]1[N:57]=[C:56]2[CH2:58][NH:59][CH2:60][CH2:61][C:55]2=[N:54][C:53]=1[N:62]1[CH2:67][CH2:66][CH:65]([O:68][C:69]2[CH:74]=[CH:73][C:72]([F:75])=[CH:71][C:70]=2[F:76])[CH2:64][CH2:63]1.